Dataset: Peptide-MHC class II binding affinity with 134,281 pairs from IEDB. Task: Regression. Given a peptide amino acid sequence and an MHC pseudo amino acid sequence, predict their binding affinity value. This is MHC class II binding data. (1) The peptide sequence is VAIDRPAEVRKVCYN. The MHC is DRB3_0202 with pseudo-sequence DRB3_0202. The binding affinity (normalized) is 0.820. (2) The peptide sequence is EKKYFAARQFEPLAA. The MHC is HLA-DPA10201-DPB10501 with pseudo-sequence HLA-DPA10201-DPB10501. The binding affinity (normalized) is 0.665. (3) The peptide sequence is LAGDAAGAWRTAAVE. The MHC is DRB3_0101 with pseudo-sequence DRB3_0101. The binding affinity (normalized) is 0.140. (4) The peptide sequence is FKTFEAAFTSSSKAA. The MHC is DRB1_0301 with pseudo-sequence DRB1_0301. The binding affinity (normalized) is 0.207. (5) The peptide sequence is FGQNTGAIAAAEARY. The MHC is DRB4_0101 with pseudo-sequence DRB4_0103. The binding affinity (normalized) is 0.176. (6) The peptide sequence is LYYKEDKTSLSASAAS. The MHC is H-2-IAb with pseudo-sequence H-2-IAb. The binding affinity (normalized) is 0.579.